Dataset: Catalyst prediction with 721,799 reactions and 888 catalyst types from USPTO. Task: Predict which catalyst facilitates the given reaction. (1) Reactant: [CH:1]1([NH:7][C:8]2[CH:13]=[CH:12][CH:11]=[CH:10][CH:9]=2)[CH2:6][CH2:5][CH2:4][CH2:3][CH2:2]1.[Li+].C[Si]([N-][Si](C)(C)C)(C)C.Cl[CH2:25][C:26]([NH:28][CH:29]1[C:34]([CH3:36])([CH3:35])[CH:33]2[CH2:37][C:30]1([CH3:38])[CH2:31][CH2:32]2)=O.[OH2:39]. Product: [CH:8]1([N:7]([C:1]2[CH:6]=[CH:5][CH:4]=[CH:3][CH:2]=2)[C:25](=[O:39])[CH2:26][NH:28][CH:29]2[C:34]([CH3:36])([CH3:35])[CH:33]3[CH2:37][C:30]2([CH3:38])[CH2:31][CH2:32]3)[CH2:13][CH2:12][CH2:11][CH2:10][CH2:9]1. The catalyst class is: 7. (2) Reactant: CC1(C)[O:6][C@H:5]([CH2:7][O:8][C:9]2[CH:14]=[CH:13][C:12]([N:15]3[C:19]([CH3:21])([CH3:20])[C:18](=[O:22])[N:17]([C:23]4[CH:30]=[CH:29][C:26]([C:27]#[N:28])=[C:25]([C:31]([F:34])([F:33])[F:32])[CH:24]=4)[C:16]3=[S:35])=[CH:11][CH:10]=2)[CH2:4][O:3]1.O. Product: [OH:6][C@@H:5]([CH2:4][OH:3])[CH2:7][O:8][C:9]1[CH:14]=[CH:13][C:12]([N:15]2[C:19]([CH3:21])([CH3:20])[C:18](=[O:22])[N:17]([C:23]3[CH:30]=[CH:29][C:26]([C:27]#[N:28])=[C:25]([C:31]([F:34])([F:32])[F:33])[CH:24]=3)[C:16]2=[S:35])=[CH:11][CH:10]=1. The catalyst class is: 15. (3) Reactant: Cl.Cl.[NH2:3][C@H:4]1[C@H:8]([C:9]2[CH:14]=[CH:13][C:12]([F:15])=[C:11]([F:16])[CH:10]=2)[CH2:7][N:6]([CH:17]([CH2:20][O:21][CH3:22])[CH2:18][OH:19])[CH2:5]1.[CH2:23]([O:25][C:26]1[C:30]([CH3:31])=[C:29]([NH:32][C:33](=O)[O:34]C2C=CC=CC=2)[N:28]([C:42]2[CH:47]=[CH:46][CH:45]=[CH:44][CH:43]=2)[N:27]=1)[CH3:24].CCN(C(C)C)C(C)C. Product: [F:16][C:11]1[CH:10]=[C:9]([C@@H:8]2[CH2:7][N:6]([CH:17]([CH2:20][O:21][CH3:22])[CH2:18][OH:19])[CH2:5][C@H:4]2[NH:3][C:33]([NH:32][C:29]2[N:28]([C:42]3[CH:47]=[CH:46][CH:45]=[CH:44][CH:43]=3)[N:27]=[C:26]([O:25][CH2:23][CH3:24])[C:30]=2[CH3:31])=[O:34])[CH:14]=[CH:13][C:12]=1[F:15]. The catalyst class is: 3. (4) Reactant: C[O:2][C:3]1[CH:4]=[C:5]2[C:10](=[CH:11][CH:12]=1)[CH:9]([C:13]1[S:14][CH:15]=[CH:16][N:17]=1)[N:8]([C:18]1[CH:23]=[CH:22][CH:21]=[CH:20][CH:19]=1)[CH2:7][CH2:6]2.C(Cl)Cl. Product: [C:18]1([N:8]2[CH2:7][CH2:6][C:5]3[C:10](=[CH:11][CH:12]=[C:3]([OH:2])[CH:4]=3)[CH:9]2[C:13]2[S:14][CH:15]=[CH:16][N:17]=2)[CH:19]=[CH:20][CH:21]=[CH:22][CH:23]=1. The catalyst class is: 100.